Dataset: Forward reaction prediction with 1.9M reactions from USPTO patents (1976-2016). Task: Predict the product of the given reaction. Given the reactants Cl[C:2]1[C:3]([NH2:9])=[N:4][CH:5]=[N:6][C:7]=1Cl.[NH2:10][CH2:11][CH:12]1[CH2:17][CH2:16][N:15]([C:18]([O:20]C(C)(C)C)=O)[CH2:14][CH2:13]1.[O:25]([C:32]1[CH:37]=[CH:36][C:35](B2OC(C)(C)C(C)(C)O2)=[CH:34][N:33]=1)[C:26]1[CH:31]=[CH:30][CH:29]=[CH:28][CH:27]=1.[C:47](Cl)(=O)[CH:48]=C, predict the reaction product. The product is: [NH2:9][C:3]1[N:4]=[CH:5][N:6]=[C:7]([NH:10][CH2:11][CH:12]2[CH2:13][CH2:14][N:15]([C:18](=[O:20])[CH:47]=[CH2:48])[CH2:16][CH2:17]2)[C:2]=1[C:35]1[CH:34]=[N:33][C:32]([O:25][C:26]2[CH:31]=[CH:30][CH:29]=[CH:28][CH:27]=2)=[CH:37][CH:36]=1.